This data is from Full USPTO retrosynthesis dataset with 1.9M reactions from patents (1976-2016). The task is: Predict the reactants needed to synthesize the given product. (1) Given the product [O:1]1[C:5]2[CH:6]=[CH:7][C:8]([C:10]3[CH2:11][C:12]([CH3:18])([CH3:17])[CH2:13][N:23]=3)=[CH:9][C:4]=2[O:3][CH2:2]1, predict the reactants needed to synthesize it. The reactants are: [O:1]1[C:5]2[CH:6]=[CH:7][C:8]([C:10](=O)[CH2:11][C:12]([CH3:18])([CH3:17])[CH2:13]C(O)=O)=[CH:9][C:4]=2[O:3][CH2:2]1.C([N:23](CC)C(C)C)(C)C.C1(P(N=[N+]=[N-])(C2C=CC=CC=2)=O)C=CC=CC=1.[OH-].[Na+]. (2) The reactants are: [C:1]([O:5][C:6]([NH:8][C:9]1[S:10][C:11]([CH:19]=O)=[C:12]([C:14]2[O:15][CH:16]=[CH:17][CH:18]=2)[N:13]=1)=[O:7])([CH3:4])([CH3:3])[CH3:2].[NH:21]1[CH2:26][CH2:25][O:24][CH2:23][CH2:22]1.C(O[BH-](OC(=O)C)OC(=O)C)(=O)C.[Na+].O. Given the product [C:1]([O:5][C:6]([NH:8][C:9]1[S:10][C:11]([CH2:19][N:21]2[CH2:26][CH2:25][O:24][CH2:23][CH2:22]2)=[C:12]([C:14]2[O:15][CH:16]=[CH:17][CH:18]=2)[N:13]=1)=[O:7])([CH3:2])([CH3:3])[CH3:4], predict the reactants needed to synthesize it. (3) Given the product [Br:6][C:7]1[C:8]([F:25])=[CH:9][C:10]2[O:16][CH2:15][CH2:14][N:3]3[C:4]([C:5]4[N:1]([CH2:75][C:74]([F:79])([F:78])[F:73])[N:2]=[C:27]([CH3:28])[N:30]=4)=[C:18]([C:20]([NH2:22])=[O:21])[N:19]=[C:12]3[C:11]=2[CH:24]=1, predict the reactants needed to synthesize it. The reactants are: [NH:1]1[CH:5]=[CH:4][N:3]=[N:2]1.[Br:6][C:7]1[C:8]([F:25])=[CH:9][C:10]2[O:16][CH2:15][CH2:14]N3C(I)=[C:18]([C:20]([NH2:22])=[O:21])[N:19]=[C:12]3[C:11]=2[CH:24]=1.Cl.[C:27]([NH2:30])(=N)[CH3:28].CC1(C)C2C(=C(P(C3C=CC=CC=3)C3C=CC=CC=3)C=CC=2)OC2C(P(C3C=CC=CC=3)C3C=CC=CC=3)=CC=CC1=2.[F:73][C:74]([F:79])([F:78])[CH2:75]NN. (4) Given the product [N:41]1([C@H:39]2[CH2:40][C@H:37]([O:3][C:4]3[CH:9]=[CH:8][C:7]([C:10]4[S:11][C:12]5[CH2:13][N:14]([C:19]([O:21][C:22]([CH3:25])([CH3:24])[CH3:23])=[O:20])[CH2:15][CH2:16][C:17]=5[N:18]=4)=[CH:6][CH:5]=3)[CH2:38]2)[CH2:46][CH2:45][CH2:44][CH2:43][CH2:42]1, predict the reactants needed to synthesize it. The reactants are: [H-].[Na+].[OH:3][C:4]1[CH:9]=[CH:8][C:7]([C:10]2[S:11][C:12]3[CH2:13][N:14]([C:19]([O:21][C:22]([CH3:25])([CH3:24])[CH3:23])=[O:20])[CH2:15][CH2:16][C:17]=3[N:18]=2)=[CH:6][CH:5]=1.CC1C=CC(S(O[C@H:37]2[CH2:40][C@@H:39]([N:41]3[CH2:46][CH2:45][CH2:44][CH2:43][CH2:42]3)[CH2:38]2)(=O)=O)=CC=1. (5) Given the product [CH2:1]([O:5][C:6]([N:8]1[CH2:13][CH2:12][N:11]([C:14](=[O:42])[CH2:15][NH:16][C:17]([C:19]2[CH:28]=[C:27]([O:29][CH2:30][C:31]([OH:33])=[O:32])[C:26]3[C:21](=[CH:22][C:23]([CH3:41])=[CH:24][CH:25]=3)[N:20]=2)=[O:18])[CH2:10][CH2:9]1)=[O:7])[CH2:2][CH2:3][CH3:4], predict the reactants needed to synthesize it. The reactants are: [CH2:1]([O:5][C:6]([N:8]1[CH2:13][CH2:12][N:11]([C:14](=[O:42])[CH2:15][NH:16][C:17]([C:19]2[CH:28]=[C:27]([O:29][CH2:30][C:31]([O:33]CC3C=CC=CC=3)=[O:32])[C:26]3[C:21](=[CH:22][C:23]([CH3:41])=[CH:24][CH:25]=3)[N:20]=2)=[O:18])[CH2:10][CH2:9]1)=[O:7])[CH2:2][CH2:3][CH3:4]. (6) The reactants are: Br[C:2]1[CH:3]=[C:4]([CH:9]=[C:10]([N+:12]([O-:14])=[O:13])[CH:11]=1)[C:5]([O:7][CH3:8])=[O:6].[NH:15]1[CH2:20][CH2:19][O:18][CH2:17][CH2:16]1.C(=O)([O-])[O-].[Cs+].[Cs+]. Given the product [N:15]1([C:2]2[CH:3]=[C:4]([CH:9]=[C:10]([N+:12]([O-:14])=[O:13])[CH:11]=2)[C:5]([O:7][CH3:8])=[O:6])[CH2:20][CH2:19][O:18][CH2:17][CH2:16]1, predict the reactants needed to synthesize it.